This data is from Forward reaction prediction with 1.9M reactions from USPTO patents (1976-2016). The task is: Predict the product of the given reaction. (1) Given the reactants [BH4-].[Li+].C([O:5][C:6]([C:8]1([C:18]2[CH:23]=[CH:22][C:21]([Br:24])=[CH:20][N:19]=2)[CH2:17][CH2:16][C:11]2([O:15][CH2:14][CH2:13][O:12]2)[CH2:10][CH2:9]1)=O)C.[Cl-].[NH4+], predict the reaction product. The product is: [Br:24][C:21]1[CH:22]=[CH:23][C:18]([C:8]2([CH2:6][OH:5])[CH2:17][CH2:16][C:11]3([O:15][CH2:14][CH2:13][O:12]3)[CH2:10][CH2:9]2)=[N:19][CH:20]=1. (2) The product is: [C:1]([C:5]1[CH:10]=[CH:9][CH:8]=[CH:7][C:6]=1[CH:11]1[CH2:12][CH2:13][N:14]([C:17]([C@@H:19]2[C@@H:23]([OH:24])[CH2:22][CH2:21][NH:20]2)=[O:18])[CH2:15][CH2:16]1)([CH3:4])([CH3:2])[CH3:3]. Given the reactants [C:1]([C:5]1[CH:10]=[CH:9][CH:8]=[CH:7][C:6]=1[CH:11]1[CH2:16][CH2:15][N:14]([C:17]([C@@H:19]2[C@@H:23]([OH:24])[CH2:22][CH2:21][N:20]2C(OC(C)(C)C)=O)=[O:18])[CH2:13][CH2:12]1)([CH3:4])([CH3:3])[CH3:2].C(O)(C(F)(F)F)=O, predict the reaction product. (3) Given the reactants [C:1]([C:4]1[CH:5]=[N:6][C:7]2[C:12]([C:13]=1[NH:14][C@H:15]1[CH2:20][CH2:19][C@H:18]([NH:21][C:22](=[O:33])[CH:23]([NH:25]C(=O)OC(C)(C)C)[CH3:24])[CH2:17][CH2:16]1)=[N:11][C:10]([C:34]1[CH:39]=[C:38]([Cl:40])[C:37]([OH:41])=[C:36]([Cl:42])[CH:35]=1)=[CH:9][CH:8]=2)(=[O:3])[CH3:2].[ClH:43], predict the reaction product. The product is: [ClH:40].[ClH:43].[C:1]([C:4]1[CH:5]=[N:6][C:7]2[C:12]([C:13]=1[NH:14][C@H:15]1[CH2:20][CH2:19][C@H:18]([NH:21][C:22](=[O:33])[CH:23]([NH2:25])[CH3:24])[CH2:17][CH2:16]1)=[N:11][C:10]([C:34]1[CH:35]=[C:36]([Cl:42])[C:37]([OH:41])=[C:38]([Cl:40])[CH:39]=1)=[CH:9][CH:8]=2)(=[O:3])[CH3:2].